This data is from Catalyst prediction with 721,799 reactions and 888 catalyst types from USPTO. The task is: Predict which catalyst facilitates the given reaction. Reactant: Br[CH2:2][C:3]([C:5]1[CH:10]=[CH:9][CH:8]=[CH:7][C:6]=1[O:11][CH3:12])=O.Cl.[F:14][C:15]1[CH:23]=[CH:22][C:18]([C:19]([NH2:21])=[NH:20])=[CH:17][CH:16]=1.C(=O)([O-])[O-].[K+].[K+].C(Cl)(Cl)Cl. Product: [F:14][C:15]1[CH:23]=[CH:22][C:18]([C:19]2[NH:20][CH:2]=[C:3]([C:5]3[CH:10]=[CH:9][CH:8]=[CH:7][C:6]=3[O:11][CH3:12])[N:21]=2)=[CH:17][CH:16]=1. The catalyst class is: 47.